This data is from Peptide-MHC class I binding affinity with 185,985 pairs from IEDB/IMGT. The task is: Regression. Given a peptide amino acid sequence and an MHC pseudo amino acid sequence, predict their binding affinity value. This is MHC class I binding data. The peptide sequence is AVYGNITHK. The MHC is HLA-A33:01 with pseudo-sequence HLA-A33:01. The binding affinity (normalized) is 0.315.